Dataset: Reaction yield outcomes from USPTO patents with 853,638 reactions. Task: Predict the reaction yield, written as a fraction of the theoretical maximum amount of product (1.0 means a 100% yield; for example, 0.34 means a 34% yield). (1) The reactants are [Br:1][C:2]1[CH:3]=[CH:4][C:5]([NH:8][NH2:9])=[N:6][CH:7]=1.Cl[C:11](Cl)([O:13]C(=O)OC(Cl)(Cl)Cl)Cl. The catalyst is ClC(Cl)C. The product is [Br:1][C:2]1[CH:3]=[CH:4][C:5]2[N:6]([C:11](=[O:13])[NH:9][N:8]=2)[CH:7]=1. The yield is 0.890. (2) The reactants are [NH2:1][C:2]1[CH:7]=[CH:6][CH:5]=[CH:4][N:3]=1.CCN=C=NCCCN(C)C.Cl.[F:20][C:21]([F:29])([F:28])[C:22]([F:27])([F:26])[C:23](O)=[O:24]. The catalyst is ClCCl.CN(C1C=CN=CC=1)C. The product is [F:26][C:22]([F:27])([C:21]([F:29])([F:28])[F:20])[C:23]([N:1]=[C:2]1[CH:7]=[CH:6][CH:5]=[CH:4][NH:3]1)=[O:24]. The yield is 0.110.